The task is: Predict the product of the given reaction.. This data is from Forward reaction prediction with 1.9M reactions from USPTO patents (1976-2016). (1) Given the reactants C(O[C:4]1[CH2:10][C:9](=[O:11])[N:8]([CH2:12][C:13]([N:15]([CH:22]([CH3:24])[CH3:23])[C:16]2[CH:21]=[CH:20][CH:19]=[CH:18][CH:17]=2)=[O:14])[C:7]2[CH:25]=[CH:26][CH:27]=[CH:28][C:6]=2[N:5]=1)C.[OH:29][C:30]1[CH:31]=[C:32]([CH:37]=[CH:38][CH:39]=1)[C:33]([NH:35][NH2:36])=O, predict the reaction product. The product is: [OH:29][C:30]1[CH:31]=[C:32]([C:33]2[N:5]3[C:4]([CH2:10][C:9](=[O:11])[N:8]([CH2:12][C:13]([N:15]([CH:22]([CH3:23])[CH3:24])[C:16]4[CH:21]=[CH:20][CH:19]=[CH:18][CH:17]=4)=[O:14])[C:7]4[CH:25]=[CH:26][CH:27]=[CH:28][C:6]=43)=[N:36][N:35]=2)[CH:37]=[CH:38][CH:39]=1. (2) Given the reactants [C:1]([C:3]1[CH:15]=[CH:14][C:6]2[O:7][CH2:8][C:9]([CH3:13])([CH3:12])[CH2:10][O:11][C:5]=2[CH:4]=1)#[CH:2].[CH2:16]([O:18][C:19]1[CH:24]=[CH:23][C:22](I)=[CH:21][CH:20]=1)[CH3:17], predict the reaction product. The product is: [CH2:16]([O:18][C:19]1[CH:24]=[CH:23][C:22]([C:2]#[C:1][C:3]2[CH:15]=[CH:14][C:6]3[O:7][CH2:8][C:9]([CH3:12])([CH3:13])[CH2:10][O:11][C:5]=3[CH:4]=2)=[CH:21][CH:20]=1)[CH3:17]. (3) Given the reactants [ClH:1].[NH2:2][C@@H:3]1[CH2:5][C@H:4]1[C:6]1[CH:7]=[C:8]([CH:20]=[CH:21][CH:22]=1)[C:9]([NH:11][CH:12]1[CH2:17][CH2:16][C:15]([F:19])([F:18])[CH2:14][CH2:13]1)=[O:10].C(=O)([O-])O.[Na+].[CH:28]1([N:31]2[CH2:36][CH2:35][C:34](=O)[CH2:33][CH2:32]2)[CH2:30][CH2:29]1, predict the reaction product. The product is: [ClH:1].[ClH:1].[CH:28]1([N:31]2[CH2:36][CH2:35][CH:34]([NH:2][C@@H:3]3[CH2:5][C@H:4]3[C:6]3[CH:7]=[C:8]([CH:20]=[CH:21][CH:22]=3)[C:9]([NH:11][CH:12]3[CH2:13][CH2:14][C:15]([F:18])([F:19])[CH2:16][CH2:17]3)=[O:10])[CH2:33][CH2:32]2)[CH2:30][CH2:29]1. (4) Given the reactants Br[C:2]1[CH:7]=[CH:6][N:5]2[C:8]([CH2:14][O:15][CH:16]3[CH2:21][CH2:20][CH2:19][CH2:18][CH2:17]3)=[C:9]([CH:11]([CH3:13])[CH3:12])[N:10]=[C:4]2[CH:3]=1.[C:22]1([NH:28][C:29]([NH2:31])=[O:30])[CH:27]=[CH:26][CH:25]=[CH:24][CH:23]=1.C(=O)([O-])[O-].[Cs+].[Cs+].O, predict the reaction product. The product is: [CH:16]1([O:15][CH2:14][C:8]2[N:5]3[CH:6]=[CH:7][C:2]([NH:31][C:29]([NH:28][C:22]4[CH:27]=[CH:26][CH:25]=[CH:24][CH:23]=4)=[O:30])=[CH:3][C:4]3=[N:10][C:9]=2[CH:11]([CH3:13])[CH3:12])[CH2:21][CH2:20][CH2:19][CH2:18][CH2:17]1.